Dataset: Forward reaction prediction with 1.9M reactions from USPTO patents (1976-2016). Task: Predict the product of the given reaction. (1) Given the reactants [CH3:1][N:2]1[CH2:14][CH2:13][C:5]2[NH:6][C:7]3[CH:8]=[CH:9][CH:10]=[CH:11][C:12]=3[C:4]=2[CH2:3]1.N1CCC[C@H]1C(O)=O.P([O-])([O-])([O-])=O.[K+].[K+].[K+].Br[CH:32]=[C:33]([C:35]1[CH:36]=[CH:37][C:38]([CH3:41])=[N:39][CH:40]=1)[CH3:34], predict the reaction product. The product is: [CH3:1][N:2]1[CH2:14][CH2:13][C:5]2[N:6](/[CH:32]=[C:33](/[C:35]3[CH:40]=[N:39][C:38]([CH3:41])=[CH:37][CH:36]=3)\[CH3:34])[C:7]3[CH:8]=[CH:9][CH:10]=[CH:11][C:12]=3[C:4]=2[CH2:3]1. (2) Given the reactants [BrH:1].[N+]([C:5]1[NH:6][CH:7]=[C:8]([N+:10]([O-:12])=[O:11])[N:9]=1)([O-])=O.C(=O)([O-])O.[Na+], predict the reaction product. The product is: [Br:1][C:5]1[NH:6][CH:7]=[C:8]([N+:10]([O-:12])=[O:11])[N:9]=1. (3) Given the reactants [Cl:1][C:2]1[CH:3]=[C:4]([C:8]2[O:12][N:11]=[CH:10][C:9]=2[C:13]([OH:15])=O)[CH:5]=[CH:6][CH:7]=1.[CH2:16]([NH:18][CH2:19][C:20]1[CH:25]=[CH:24][CH:23]=[CH:22][CH:21]=1)[CH3:17].CCCP1(OP(CCC)(=O)OP(CCC)(=O)O1)=O, predict the reaction product. The product is: [CH2:19]([N:18]([CH2:16][CH3:17])[C:13]([C:9]1[CH:10]=[N:11][O:12][C:8]=1[C:4]1[CH:5]=[CH:6][CH:7]=[C:2]([Cl:1])[CH:3]=1)=[O:15])[C:20]1[CH:25]=[CH:24][CH:23]=[CH:22][CH:21]=1. (4) Given the reactants Cl.[CH2:2]([N:9]1[CH:17]=[C:16]2[C:11]([CH:12]=[C:13]([C:18]3[CH:19]=[C:20]([C:28]4[N:29]=[C:30]([CH:33]5[CH2:38][CH2:37][NH:36][CH2:35][CH2:34]5)[S:31][CH:32]=4)[N:21]4[C:26]=3[C:25]([NH2:27])=[N:24][CH:23]=[N:22]4)[CH:14]=[CH:15]2)=[N:10]1)[C:3]1[CH:8]=[CH:7][CH:6]=[CH:5][CH:4]=1.CC(O)=O.C(O[C:46]1(O[Si](C)(C)C)[CH2:48][CH2:47]1)C.C([BH3-])#N.[Na+].[OH-].[Na+], predict the reaction product. The product is: [CH2:2]([N:9]1[CH:17]=[C:16]2[C:11]([CH:12]=[C:13]([C:18]3[CH:19]=[C:20]([C:28]4[N:29]=[C:30]([CH:33]5[CH2:38][CH2:37][N:36]([CH:46]6[CH2:48][CH2:47]6)[CH2:35][CH2:34]5)[S:31][CH:32]=4)[N:21]4[C:26]=3[C:25]([NH2:27])=[N:24][CH:23]=[N:22]4)[CH:14]=[CH:15]2)=[N:10]1)[C:3]1[CH:4]=[CH:5][CH:6]=[CH:7][CH:8]=1. (5) Given the reactants [CH2:1]([N:8]=[C:9]1[CH2:14][CH2:13][CH2:12][CH:11]([NH:15][C:16](=[O:22])[O:17][C:18]([CH3:21])([CH3:20])[CH3:19])[CH2:10]1)[C:2]1[CH:7]=[CH:6][CH:5]=[CH:4][CH:3]=1.[F:23][C:24]1[CH:32]=[CH:31][CH:30]=[CH:29][C:25]=1[CH2:26][Mg]Cl.CCOCC.O, predict the reaction product. The product is: [CH2:1]([NH:8][C:9]1([CH2:26][C:25]2[CH:29]=[CH:30][CH:31]=[CH:32][C:24]=2[F:23])[CH2:14][CH2:13][CH2:12][CH:11]([NH:15][C:16](=[O:22])[O:17][C:18]([CH3:19])([CH3:21])[CH3:20])[CH2:10]1)[C:2]1[CH:7]=[CH:6][CH:5]=[CH:4][CH:3]=1. (6) The product is: [O:16]1[CH:20]=[CH:19][C:18]([C:21]2[N:25]=[C:24]([N:26]3[CH2:27][CH2:28][N:29]([C:8]([NH:7][C:4]4[CH:3]=[CH:2][N:1]=[CH:6][CH:5]=4)=[O:15])[CH2:30][CH2:31]3)[S:23][N:22]=2)=[CH:17]1. Given the reactants [N:1]1[CH:6]=[CH:5][C:4]([NH:7][C:8](=[O:15])OCC(Cl)(Cl)Cl)=[CH:3][CH:2]=1.[O:16]1[CH:20]=[CH:19][C:18]([C:21]2[N:25]=[C:24]([N:26]3[CH2:31][CH2:30][NH:29][CH2:28][CH2:27]3)[S:23][N:22]=2)=[CH:17]1.C(N(C(C)C)CC)(C)C.O, predict the reaction product.